This data is from Full USPTO retrosynthesis dataset with 1.9M reactions from patents (1976-2016). The task is: Predict the reactants needed to synthesize the given product. (1) The reactants are: [OH:1][C:2]1[C:11]2[C:6](=[N:7][CH:8]=[CH:9][CH:10]=2)[N:5]([CH2:12][CH2:13][CH:14]([CH3:16])[CH3:15])[C:4](=[O:17])[C:3]=1[C:18]1[NH:23][C:22]2[CH:24]=[CH:25][C:26]([NH:28][S:29]([N:32]3CCO[C:33]3=O)(=[O:31])=[O:30])=[CH:27][C:21]=2[S:20](=[O:39])(=[O:38])[N:19]=1.N[CH:41]1[CH2:45]C[CH2:43][CH2:42]1. Given the product [CH:33]1([NH:32][S:29]([NH:28][C:26]2[CH:25]=[CH:24][C:22]3[NH:23][C:18]([C:3]4[C:4](=[O:17])[N:5]([CH2:12][CH2:13][CH:14]([CH3:15])[CH3:16])[C:6]5[C:11]([C:2]=4[OH:1])=[CH:10][CH:9]=[CH:8][N:7]=5)=[N:19][S:20](=[O:38])(=[O:39])[C:21]=3[CH:27]=2)(=[O:31])=[O:30])[CH2:43][CH2:42][CH2:41][CH2:45]1, predict the reactants needed to synthesize it. (2) Given the product [Cl:19][C:14]1[N:13]=[CH:12][N:17]=[C:16]([NH:1][C@@H:2]2[CH2:6][C@H:5]([CH2:7][OH:8])[C@@H:4]([OH:9])[C@H:3]2[OH:10])[CH:15]=1, predict the reactants needed to synthesize it. The reactants are: [NH2:1][C@@H:2]1[CH2:6][C@H:5]([CH2:7][OH:8])[C@@H:4]([OH:9])[C@H:3]1[OH:10].N[C:12]1[N:17]=[C:16](Cl)[CH:15]=[C:14]([Cl:19])[N:13]=1.CCN(CC)CC. (3) The reactants are: [CH3:1][O:2][C:3](=[O:13])[C:4]1[CH:12]=[CH:11][CH:10]=[C:6]([C:7]([OH:9])=O)[CH:5]=1.C(N1C=CN=C1)(N1C=CN=C1)=O.C(=O)=O.[F:29][C:30]1[CH:39]=[CH:38][C:33]([C:34]([NH:36]O)=[NH:35])=[CH:32][CH:31]=1. Given the product [CH3:1][O:2][C:3](=[O:13])[C:4]1[CH:12]=[CH:11][CH:10]=[C:6]([C:7]2[O:9][N:36]=[C:34]([C:33]3[CH:38]=[CH:39][C:30]([F:29])=[CH:31][CH:32]=3)[N:35]=2)[CH:5]=1, predict the reactants needed to synthesize it. (4) Given the product [C:2]([C:6]1[N:10]([C:11]2[CH:12]=[C:13]3[C:18](=[CH:19][CH:20]=2)[N:17]=[CH:16][CH:15]=[CH:14]3)[N:9]=[C:8]([C:21]([OH:23])=[O:22])[CH:7]=1)([CH3:5])([CH3:3])[CH3:4], predict the reactants needed to synthesize it. The reactants are: Cl.[C:2]([C:6]1[N:10]([C:11]2[CH:12]=[C:13]3[C:18](=[CH:19][CH:20]=2)[N:17]=[CH:16][CH:15]=[CH:14]3)[N:9]=[C:8]([C:21]([O:23]CC)=[O:22])[CH:7]=1)([CH3:5])([CH3:4])[CH3:3].[Li+].[OH-]. (5) Given the product [F:1][C:2]([F:28])([F:27])[C:3]1[CH:26]=[CH:25][C:6]([CH2:7][NH:8][C:9](=[S:38])[CH2:10][CH2:11][C:12]2[CH:17]=[CH:16][C:15]([O:18][CH2:19][C:20]#[CH:21])=[C:14]([O:22][CH3:23])[CH:13]=2)=[CH:5][CH:4]=1, predict the reactants needed to synthesize it. The reactants are: [F:1][C:2]([F:28])([F:27])[C:3]1[CH:26]=[CH:25][C:6]([CH2:7][NH:8][C:9](=O)[CH2:10][CH2:11][C:12]2[CH:17]=[CH:16][C:15]([O:18][CH2:19][C:20]#[CH:21])=[C:14]([O:22][CH3:23])[CH:13]=2)=[CH:5][CH:4]=1.COC1C=CC(P2(SP(C3C=CC(OC)=CC=3)(=S)S2)=[S:38])=CC=1.O1CCCC1. (6) Given the product [N:1]1[CH:6]=[CH:5][CH:4]=[C:3]([C:7]2[N:11]3[CH:12]=[CH:13][CH:14]=[CH:15][C:10]3=[N:9][C:8]=2[CH2:16][OH:17])[CH:2]=1, predict the reactants needed to synthesize it. The reactants are: [N:1]1[CH:6]=[CH:5][CH:4]=[C:3]([C:7]2[N:11]3[CH:12]=[CH:13][CH:14]=[CH:15][C:10]3=[N:9][C:8]=2[C:16](OCC)=[O:17])[CH:2]=1.[BH4-].[Li+].[OH-].[Na+]. (7) Given the product [C:1]([O:5][C:6]([N:8]1[CH2:13][CH2:12][C:11]([CH2:15][CH2:16][CH2:17][NH2:18])([CH3:14])[CH2:10][CH2:9]1)=[O:7])([CH3:4])([CH3:3])[CH3:2], predict the reactants needed to synthesize it. The reactants are: [C:1]([O:5][C:6]([N:8]1[CH2:13][CH2:12][C:11](/[CH:15]=[CH:16]/[C:17]#[N:18])([CH3:14])[CH2:10][CH2:9]1)=[O:7])([CH3:4])([CH3:3])[CH3:2].N.[H][H].